Predict which catalyst facilitates the given reaction. From a dataset of Catalyst prediction with 721,799 reactions and 888 catalyst types from USPTO. Reactant: [Br:1]Br.[O:3]=[C:4]1[NH:9][C:8]([C:10]([OH:12])=[O:11])=[CH:7][CH:6]=[CH:5]1. Product: [Br:1][C:5]1[C:4](=[O:3])[NH:9][C:8]([C:10]([OH:12])=[O:11])=[CH:7][CH:6]=1. The catalyst class is: 15.